From a dataset of Forward reaction prediction with 1.9M reactions from USPTO patents (1976-2016). Predict the product of the given reaction. (1) Given the reactants [CH2:1]([C:9]1[NH:10][C:11]2[C:16]([CH:17]=1)=[CH:15][C:14]([CH2:18][NH2:19])=[CH:13][CH:12]=2)[CH2:2][CH2:3][CH2:4][CH2:5][CH2:6][CH2:7][CH3:8].C(OC(N1CC[C@H](O)[C@H]1C(O)=O)=O)(C)(C)C, predict the reaction product. The product is: [CH2:1]([C:9]1[NH:10][C:11]2[C:16]([CH:17]=1)=[CH:15][C:14]([C:18]#[N:19])=[CH:13][CH:12]=2)[CH2:2][CH2:3][CH2:4][CH2:5][CH2:6][CH2:7][CH3:8]. (2) Given the reactants [CH3:1][O:2][C:3]1[CH:8]=[C:7]([C:9](OCC)=[O:10])[CH:6]=[CH:5][N:4]=1.[H-].[Al+3].[Li+].[H-].[H-].[H-].O, predict the reaction product. The product is: [OH:10][CH2:9][C:7]1[CH:6]=[CH:5][N:4]=[C:3]([O:2][CH3:1])[CH:8]=1. (3) Given the reactants [Cl:1][C:2]1[CH:3]=[C:4]2[C:12](=[CH:13][C:14]=1[O:15][CH3:16])[C:7]1([CH2:11][CH2:10][NH:9][CH2:8]1)[CH2:6][CH2:5]2.Cl[CH2:18][CH2:19][CH2:20][S:21][C:22]1[N:23]([CH3:34])[C:24]([C:27]2[S:31][C:30]([CH3:32])=[N:29][C:28]=2[CH3:33])=[N:25][N:26]=1.C([O-])([O-])=O.[K+].[K+].[Na+].[I-], predict the reaction product. The product is: [ClH:1].[Cl:1][C:2]1[CH:3]=[C:4]2[C:12](=[CH:13][C:14]=1[O:15][CH3:16])[C:7]1([CH2:11][CH2:10][N:9]([CH2:18][CH2:19][CH2:20][S:21][C:22]3[N:23]([CH3:34])[C:24]([C:27]4[S:31][C:30]([CH3:32])=[N:29][C:28]=4[CH3:33])=[N:25][N:26]=3)[CH2:8]1)[CH2:6][CH2:5]2. (4) Given the reactants C[O:2][C:3](=[O:29])[CH2:4][C:5]1[CH:10]=[C:9]([Br:11])[C:8]([O:12][C:13]2[CH:14]=[CH:15][C:16]3[O:20][C:19]([C:21]4[CH:26]=[CH:25][CH:24]=[CH:23][CH:22]=4)=[CH:18][C:17]=3[CH:27]=2)=[C:7]([Br:28])[CH:6]=1.[OH-].[K+], predict the reaction product. The product is: [Br:28][C:7]1[CH:6]=[C:5]([CH2:4][C:3]([OH:29])=[O:2])[CH:10]=[C:9]([Br:11])[C:8]=1[O:12][C:13]1[CH:14]=[CH:15][C:16]2[O:20][C:19]([C:21]3[CH:26]=[CH:25][CH:24]=[CH:23][CH:22]=3)=[CH:18][C:17]=2[CH:27]=1. (5) Given the reactants [N:1]([C@@H:4]1[CH2:8][CH2:7][CH2:6][C@H:5]1[OH:9])=[N+:2]=[N-:3].[H-].[Na+].F[C:13]1[CH:18]=[CH:17][C:16]([N+:19]([O-:21])=[O:20])=[CH:15][CH:14]=1, predict the reaction product. The product is: [N+:19]([C:16]1[CH:17]=[CH:18][C:13]([O:9][C@@H:5]2[CH2:6][CH2:7][CH2:8][C@H:4]2[N:1]=[N+:2]=[N-:3])=[CH:14][CH:15]=1)([O-:21])=[O:20]. (6) Given the reactants Cl[CH2:2][CH2:3][CH2:4][C:5]([C:7]1[CH:12]=[CH:11][C:10]([CH2:13][CH:14]([C:20]([O:22][CH2:23][CH3:24])=[O:21])[C:15]([O:17][CH2:18][CH3:19])=[O:16])=[CH:9][CH:8]=1)=[O:6].C(=O)([O-])[O-].[K+].[K+].[N:31]1[CH:36]=[CH:35][C:34]([C:37]([OH:50])([C:44]2[CH:49]=[CH:48][CH:47]=[CH:46][CH:45]=2)[C:38]2[CH:43]=[CH:42][CH:41]=[CH:40][CH:39]=2)=[CH:33][CH:32]=1, predict the reaction product. The product is: [OH:50][C:37]([C:44]1[CH:49]=[CH:48][CH:47]=[CH:46][CH:45]=1)([C:38]1[CH:39]=[CH:40][CH:41]=[CH:42][CH:43]=1)[CH:34]1[CH2:35][CH2:36][N:31]([CH2:2][CH2:3][CH2:4][C:5]([C:7]2[CH:12]=[CH:11][C:10]([CH2:13][CH:14]([C:20]([O:22][CH2:23][CH3:24])=[O:21])[C:15]([O:17][CH2:18][CH3:19])=[O:16])=[CH:9][CH:8]=2)=[O:6])[CH2:32][CH2:33]1.